Dataset: Full USPTO retrosynthesis dataset with 1.9M reactions from patents (1976-2016). Task: Predict the reactants needed to synthesize the given product. (1) Given the product [Cl:23][C:24]1[CH:29]=[CH:28][C:27]([CH:30]2[CH2:31][CH2:32][N:33]([C:2]3[C:3]([C:16]4[CH:21]=[CH:20][CH:19]=[CH:18][CH:17]=4)=[N:4][C:5]4[C:10]([N:11]=3)=[CH:9][C:8]([C:12]([O:14][CH3:15])=[O:13])=[CH:7][CH:6]=4)[CH2:34][CH2:35]2)=[CH:26][CH:25]=1, predict the reactants needed to synthesize it. The reactants are: Br[C:2]1[C:3]([C:16]2[CH:21]=[CH:20][CH:19]=[CH:18][CH:17]=2)=[N:4][C:5]2[C:10]([N:11]=1)=[CH:9][C:8]([C:12]([O:14][CH3:15])=[O:13])=[CH:7][CH:6]=2.Cl.[Cl:23][C:24]1[CH:29]=[CH:28][C:27]([CH:30]2[CH2:35][CH2:34][NH:33][CH2:32][CH2:31]2)=[CH:26][CH:25]=1.CCN(C(C)C)C(C)C. (2) Given the product [Br:11][CH2:1][C:2]1[CH:10]=[CH:9][C:5]2=[N:6][S:7][N:8]=[C:4]2[CH:3]=1, predict the reactants needed to synthesize it. The reactants are: [CH3:1][C:2]1[CH:10]=[CH:9][C:5]2=[N:6][S:7][N:8]=[C:4]2[CH:3]=1.[Br:11]N1C(=O)CCC1=O.CC(N=NC(C#N)(C)C)(C#N)C. (3) Given the product [CH2:1]([O:8][C:9]([C@H:11]1[C@@H:16]2[O:17][C:18]([CH3:21])([CH3:20])[O:19][C@@H:15]2[C@H:14]([O:22][C:49](=[O:51])[CH3:50])[CH2:13][N:12]1[S:23]([C:26]1[CH:27]=[CH:28][C:29]([O:32][CH3:33])=[CH:30][CH:31]=1)(=[O:25])=[O:24])=[O:10])[C:2]1[CH:3]=[CH:4][CH:5]=[CH:6][CH:7]=1, predict the reactants needed to synthesize it. The reactants are: [CH2:1]([O:8][C:9]([C@H:11]1[C@@H:16]2[O:17][C:18]([CH3:21])([CH3:20])[O:19][C@@H:15]2[C@@H:14]([OH:22])[CH2:13][N:12]1[S:23]([C:26]1[CH:31]=[CH:30][C:29]([O:32][CH3:33])=[CH:28][CH:27]=1)(=[O:25])=[O:24])=[O:10])[C:2]1[CH:7]=[CH:6][CH:5]=[CH:4][CH:3]=1.FC(F)(F)S(OS(C(F)(F)F)(=O)=O)(=O)=O.[C:49]([O-])(=[O:51])[CH3:50].[Cs+].C1OCCOCCOCCOCCOCCOC1. (4) Given the product [CH3:34][C:32]1([CH3:33])[C@H:30]2[CH2:29][O:28][CH2:27][C@@H:26]([C:20]3[CH:19]=[C:18]([F:17])[C:23]([F:24])=[C:22]([F:25])[CH:21]=3)[N:31]2[C:2](=[O:3])[C:1](=[O:5])[O:35]1, predict the reactants needed to synthesize it. The reactants are: [C:1](Cl)(=[O:5])[C:2](Cl)=[O:3].C(Cl)(Cl)Cl.N1C=CC=CC=1.[F:17][C:18]1[CH:19]=[C:20]([C@H:26]2[NH:31][C@@H:30]([C:32]([OH:35])([CH3:34])[CH3:33])[CH2:29][O:28][CH2:27]2)[CH:21]=[C:22]([F:25])[C:23]=1[F:24].